Dataset: Forward reaction prediction with 1.9M reactions from USPTO patents (1976-2016). Task: Predict the product of the given reaction. (1) Given the reactants [H-].[Na+].[CH3:3][N:4]([C:8]1[N:13]=[CH:12][CH:11]=[CH:10][N:9]=1)[CH2:5][CH2:6][OH:7].F[C:15]1[CH:22]=[CH:21][C:18]([CH:19]=[O:20])=[CH:17][CH:16]=1.C(OCC)(=O)C.CCCCCC, predict the reaction product. The product is: [CH3:3][N:4]([C:8]1[N:9]=[CH:10][CH:11]=[CH:12][N:13]=1)[CH2:5][CH2:6][O:7][C:15]1[CH:22]=[CH:21][C:18]([CH:19]=[O:20])=[CH:17][CH:16]=1. (2) Given the reactants [NH2:1][C@@H:2]1[CH2:6][N:5]([CH2:7][C:8]2[C:17]3[C:12](=[CH:13][CH:14]=[CH:15][CH:16]=3)[CH:11]=[CH:10][CH:9]=2)[CH2:4][C@H:3]1[C:18]([OH:20])=[O:19].[O:21](C(OC(C)(C)C)=O)[C:22]([O:24][C:25]([CH3:28])([CH3:27])[CH3:26])=O.CCN(CC)CC.Cl, predict the reaction product. The product is: [C:25]([O:24][C:22]([NH:1][C@@H:2]1[CH2:6][N:5]([CH2:7][C:8]2[C:17]3[C:12](=[CH:13][CH:14]=[CH:15][CH:16]=3)[CH:11]=[CH:10][CH:9]=2)[CH2:4][C@H:3]1[C:18]([OH:20])=[O:19])=[O:21])([CH3:28])([CH3:27])[CH3:26]. (3) Given the reactants [Cl:1][C:2]1[CH:3]=[C:4]([CH:21]=[CH:22][C:23]=1[NH:24][C:25]([NH:27][CH:28]1[CH2:30][CH2:29]1)=[O:26])[O:5][C:6]1[C:15]2[C:10](=[CH:11][C:12]([O:19][CH3:20])=[C:13]([C:16]([OH:18])=O)[CH:14]=2)[N:9]=[CH:8][CH:7]=1.[NH2:31][CH2:32][CH:33]1[CH2:38][CH2:37][N:36]([C:39]([O:41][C:42]([CH3:45])([CH3:44])[CH3:43])=[O:40])[CH2:35][CH2:34]1.C(N(CC)CC)C.F[P-](F)(F)(F)(F)F.CN([PH+](N(C)C)N(C)C)C, predict the reaction product. The product is: [Cl:1][C:2]1[CH:3]=[C:4]([CH:21]=[CH:22][C:23]=1[NH:24][C:25]([NH:27][CH:28]1[CH2:29][CH2:30]1)=[O:26])[O:5][C:6]1[C:15]2[C:10](=[CH:11][C:12]([O:19][CH3:20])=[C:13]([C:16]([NH:31][CH2:32][CH:33]3[CH2:38][CH2:37][N:36]([C:39]([O:41][C:42]([CH3:45])([CH3:44])[CH3:43])=[O:40])[CH2:35][CH2:34]3)=[O:18])[CH:14]=2)[N:9]=[CH:8][CH:7]=1. (4) Given the reactants Cl.[OH:2][C:3]1[N:4]([C:19]2[CH:20]=[C:21]3[C:25](=[CH:26][CH:27]=2)[N:24]([CH2:28][CH2:29][CH:30]2[CH2:35][CH2:34][NH:33][CH2:32][CH2:31]2)[CH:23]=[CH:22]3)[C:5]([C:8]2[CH:13]=[C:12]([CH:14]([CH3:16])[CH3:15])[C:11]([OH:17])=[CH:10][C:9]=2[OH:18])=[N:6][N:7]=1.C(N(CC)CC)C.O, predict the reaction product. The product is: [OH:2][C:3]1[N:4]([C:19]2[CH:20]=[C:21]3[C:25](=[CH:26][CH:27]=2)[N:24]([CH2:28][CH2:29][CH:30]2[CH2:31][CH2:32][NH:33][CH2:34][CH2:35]2)[CH:23]=[CH:22]3)[C:5]([C:8]2[CH:13]=[C:12]([CH:14]([CH3:16])[CH3:15])[C:11]([OH:17])=[CH:10][C:9]=2[OH:18])=[N:6][N:7]=1. (5) Given the reactants [C:1]([O:5][C@@H:6]([C:11]1[C:16]([CH3:17])=[CH:15][N:14]2[N:18]=[C:19]([C:21](=O)[NH:22][CH2:23][C:24](=[O:33])[CH2:25][C:26]3[CH:31]=[CH:30][C:29]([F:32])=[CH:28][CH:27]=3)[CH:20]=[C:13]2[C:12]=1[N:35]1[CH2:40][CH2:39][C:38]([CH3:42])([CH3:41])[CH2:37][CH2:36]1)[C:7]([O:9]C)=[O:8])([CH3:4])([CH3:3])[CH3:2].CC[N+](S(N=C(OC)[O-])(=O)=O)(CC)CC, predict the reaction product. The product is: [C:1]([O:5][C@@H:6]([C:11]1[C:16]([CH3:17])=[CH:15][N:14]2[N:18]=[C:19]([C:21]3[O:33][C:24]([CH2:25][C:26]4[CH:31]=[CH:30][C:29]([F:32])=[CH:28][CH:27]=4)=[CH:23][N:22]=3)[CH:20]=[C:13]2[C:12]=1[N:35]1[CH2:40][CH2:39][C:38]([CH3:41])([CH3:42])[CH2:37][CH2:36]1)[C:7]([OH:9])=[O:8])([CH3:3])([CH3:2])[CH3:4]. (6) Given the reactants [NH2:1][C@@H:2]1[CH2:7][CH2:6][CH2:5][CH2:4][C@H:3]1[C:8]([OH:10])=[O:9].[C:11]1([CH3:21])[CH:16]=[CH:15][C:14]([S:17](Cl)(=[O:19])=[O:18])=[CH:13][CH:12]=1.[OH-].[Na+].Cl, predict the reaction product. The product is: [CH3:21][C:11]1[CH:16]=[CH:15][C:14]([S:17]([NH:1][C@@H:2]2[CH2:7][CH2:6][CH2:5][CH2:4][C@H:3]2[C:8]([OH:10])=[O:9])(=[O:19])=[O:18])=[CH:13][CH:12]=1.